This data is from Reaction yield outcomes from USPTO patents with 853,638 reactions. The task is: Predict the reaction yield, written as a fraction of the theoretical maximum amount of product (1.0 means a 100% yield; for example, 0.34 means a 34% yield). The reactants are [NH2:1][C:2]1[C:7]([N+:8]([O-])=O)=[C:6](Cl)[N:5]=[C:4]([C:12]2[CH:17]=[CH:16][C:15]([F:18])=[CH:14][CH:13]=2)[N:3]=1.C(N(CC)CC)C.[H][H].O. The catalyst is CO.C(OCC)(=O)C.[Pd]. The product is [NH2:1][C:2]1[C:7]([NH2:8])=[CH:6][N:5]=[C:4]([C:12]2[CH:13]=[CH:14][C:15]([F:18])=[CH:16][CH:17]=2)[N:3]=1. The yield is 0.680.